Regression. Given two drug SMILES strings and cell line genomic features, predict the synergy score measuring deviation from expected non-interaction effect. From a dataset of NCI-60 drug combinations with 297,098 pairs across 59 cell lines. (1) Drug 1: CS(=O)(=O)C1=CC(=C(C=C1)C(=O)NC2=CC(=C(C=C2)Cl)C3=CC=CC=N3)Cl. Drug 2: C1=CN(C(=O)N=C1N)C2C(C(C(O2)CO)O)O.Cl. Cell line: HT29. Synergy scores: CSS=44.9, Synergy_ZIP=-0.988, Synergy_Bliss=-0.351, Synergy_Loewe=-30.4, Synergy_HSA=-1.15. (2) Drug 1: C1=NC2=C(N=C(N=C2N1C3C(C(C(O3)CO)O)F)Cl)N. Drug 2: CC=C1C(=O)NC(C(=O)OC2CC(=O)NC(C(=O)NC(CSSCCC=C2)C(=O)N1)C(C)C)C(C)C. Cell line: SW-620. Synergy scores: CSS=25.2, Synergy_ZIP=2.07, Synergy_Bliss=2.53, Synergy_Loewe=-22.5, Synergy_HSA=0.0831. (3) Drug 1: CC1OCC2C(O1)C(C(C(O2)OC3C4COC(=O)C4C(C5=CC6=C(C=C35)OCO6)C7=CC(=C(C(=C7)OC)O)OC)O)O. Drug 2: C1=NC2=C(N1)C(=S)N=CN2. Cell line: 786-0. Synergy scores: CSS=18.8, Synergy_ZIP=-15.5, Synergy_Bliss=-20.3, Synergy_Loewe=-31.0, Synergy_HSA=-19.6. (4) Drug 1: CS(=O)(=O)CCNCC1=CC=C(O1)C2=CC3=C(C=C2)N=CN=C3NC4=CC(=C(C=C4)OCC5=CC(=CC=C5)F)Cl. Drug 2: C1CN1C2=NC(=NC(=N2)N3CC3)N4CC4. Cell line: SR. Synergy scores: CSS=64.0, Synergy_ZIP=1.06, Synergy_Bliss=0.871, Synergy_Loewe=-21.7, Synergy_HSA=-0.661.